Task: Predict the reactants needed to synthesize the given product.. Dataset: Full USPTO retrosynthesis dataset with 1.9M reactions from patents (1976-2016) (1) Given the product [NH2:1][C:2]1[N:6]([CH2:7][CH2:8][CH2:9][N:10]([CH2:13][CH3:14])[CH2:11][CH3:12])[C:5]([S:15][C:32]2[C:31]([Br:30])=[CH:36][C:35]3[O:37][CH2:38][O:39][C:34]=3[CH:33]=2)=[N:4][C:3]=1[C:16]([NH2:18])=[O:17], predict the reactants needed to synthesize it. The reactants are: [NH2:1][C:2]1[N:6]([CH2:7][CH2:8][CH2:9][N:10]([CH2:13][CH3:14])[CH2:11][CH3:12])[C:5]([SH:15])=[N:4][C:3]=1[C:16]([NH2:18])=[O:17].C(N(CC)CCCN=C=S)C.[Br:30][C:31]1[CH:36]=[C:35]2[O:37][CH2:38][O:39][C:34]2=[CH:33][C:32]=1Br. (2) The reactants are: C([N:8]1[CH2:13][CH2:12][CH:11]([OH:14])[CH2:10][CH2:9]1)(OC(C)(C)C)=O.[H-].[Na+].[CH3:17][C:18]1[CH:27]=[C:26]([CH2:28]OC2C=CC(CCl)=CC=2)[C:25]2[C:20](=[CH:21][CH:22]=[CH:23][CH:24]=2)[N:19]=1. Given the product [CH3:17][C:18]1[CH:27]=[C:26]([CH2:28][O:14][CH:11]2[CH2:10][CH2:9][NH:8][CH2:13][CH2:12]2)[C:25]2[C:20](=[CH:21][CH:22]=[CH:23][CH:24]=2)[N:19]=1, predict the reactants needed to synthesize it. (3) Given the product [Br:1][C:2]1[C:10]2[C:5](=[CH:6][CH:7]=[C:8]([C:11]([OH:25])=[O:12])[CH:9]=2)[N:4]([CH2:13][CH:14]([CH3:15])[CH3:16])[C:3]=1[C:17]([O:19][CH2:20][CH3:21])=[O:18], predict the reactants needed to synthesize it. The reactants are: [Br:1][C:2]1[C:10]2[C:5](=[CH:6][CH:7]=[C:8]([CH:11]=[O:12])[CH:9]=2)[N:4]([CH2:13][CH:14]([CH3:16])[CH3:15])[C:3]=1[C:17]([O:19][CH2:20][CH3:21])=[O:18].O.O.P([O-])(O)(O)=[O:25].[Na+].Cl([O-])=O.[Na+].C(OCC)(=O)C. (4) Given the product [C:9]([O:13][C:14]([N:16]1[CH2:22][CH2:21][C:20]2[C:23]([CH2:28][S:8][C:4]3[S:3][CH:7]=[CH:6][CH:5]=3)=[C:24]([Cl:27])[CH:25]=[CH:26][C:19]=2[CH2:18][CH2:17]1)=[O:15])([CH3:12])([CH3:11])[CH3:10], predict the reactants needed to synthesize it. The reactants are: [H-].[Na+].[S:3]1[CH:7]=[CH:6][CH:5]=[C:4]1[SH:8].[C:9]([O:13][C:14]([N:16]1[CH2:22][CH2:21][C:20]2[C:23]([CH2:28]Cl)=[C:24]([Cl:27])[CH:25]=[CH:26][C:19]=2[CH2:18][CH2:17]1)=[O:15])([CH3:12])([CH3:11])[CH3:10].